Dataset: Forward reaction prediction with 1.9M reactions from USPTO patents (1976-2016). Task: Predict the product of the given reaction. (1) Given the reactants ClC(Cl)(O[C:5](=[O:11])OC(Cl)(Cl)Cl)Cl.C(N(CC)CC)C.[CH3:20][C:21]1[CH:26]=[C:25]([C:27]2[CH:28]=[CH:29][C:30]3[N:36]4[CH2:37][C@H:33]([CH2:34][CH2:35]4)[NH:32][C:31]=3[N:38]=2)[CH:24]=[CH:23][N:22]=1.Cl.C[C@H]1OCCNC1, predict the reaction product. The product is: [CH3:20][C:21]1[CH:26]=[C:25]([C:27]2[CH:28]=[CH:29][C:30]3[N:36]4[CH2:37][C@H:33]([CH2:34][CH2:35]4)[N:32]([CH:5]=[O:11])[C:31]=3[N:38]=2)[CH:24]=[CH:23][N:22]=1. (2) Given the reactants [CH2:1]([O:8][C:9]1[CH:15]=[CH:14][C:12]([NH2:13])=[CH:11][CH:10]=1)[C:2]1[CH:7]=[CH:6][CH:5]=[CH:4][CH:3]=1.[CH3:16][O:17][CH:18]([O:21][CH3:22])[CH2:19]Br.C(=O)([O-])[O-].[K+].[K+], predict the reaction product. The product is: [CH2:1]([O:8][C:9]1[CH:10]=[CH:11][C:12]([NH:13][CH2:19][CH:18]([O:21][CH3:22])[O:17][CH3:16])=[CH:14][CH:15]=1)[C:2]1[CH:3]=[CH:4][CH:5]=[CH:6][CH:7]=1. (3) Given the reactants C(OC([N:8]1[CH2:12][CH2:11][CH:10]([O:13][C:14](=[O:16])[CH3:15])[CH:9]1[CH2:17][C:18]1[C:26]2[C:21](=[N:22][CH:23]=[CH:24][CH:25]=2)[NH:20][CH:19]=1)=O)(C)(C)C.C(O)(C(F)(F)F)=O, predict the reaction product. The product is: [NH:20]1[C:21]2=[N:22][CH:23]=[CH:24][CH:25]=[C:26]2[C:18]([CH2:17][CH:9]2[CH:10]([O:13][C:14](=[O:16])[CH3:15])[CH2:11][CH2:12][NH:8]2)=[CH:19]1. (4) Given the reactants C([N:8]1[CH2:14][CH2:13][CH2:12][CH2:11][CH:10]([CH2:15][OH:16])[CH2:9]1)C1C=CC=CC=1, predict the reaction product. The product is: [NH:8]1[CH2:14][CH2:13][CH2:12][CH2:11][CH:10]([CH2:15][OH:16])[CH2:9]1. (5) Given the reactants C([N:8]([C@@H](C1C=CC=CC=1)C)[C@@H:9]1[CH2:13][CH2:12][CH2:11][C@:10]1([CH2:18][OH:19])[C:14]([O:16][CH3:17])=[O:15])C1C=CC=CC=1.C(O)=O, predict the reaction product. The product is: [NH2:8][C@@H:9]1[CH2:13][CH2:12][CH2:11][C@:10]1([CH2:18][OH:19])[C:14]([O:16][CH3:17])=[O:15]. (6) Given the reactants [CH:1]1([CH2:6][CH:7]([C:11](O)=O)[C:8]([OH:10])=[O:9])[CH2:5][CH2:4][CH2:3][CH2:2]1.N1CCCCC1.C=O, predict the reaction product. The product is: [CH:1]1([CH2:6][C:7](=[CH2:11])[C:8]([OH:10])=[O:9])[CH2:5][CH2:4][CH2:3][CH2:2]1. (7) Given the reactants [C:1]([N:5]1[CH2:33][CH2:32][CH2:31][CH2:30][C:8]2[C:9]([C:25]3[S:26][CH:27]=[CH:28][CH:29]=3)=[C:10]3[C:19]4[CH:18]=[C:17]([N:20]=[N+:21]=[N-:22])[C:16]([O:23][CH3:24])=[CH:15][C:14]=4[CH2:13][CH2:12][N:11]3[C:7]=2[C:6]1=[O:34])([CH3:4])([CH3:3])[CH3:2].[CH2:35]([OH:39])[CH2:36][C:37]#[CH:38].O=C1O[C@H]([C@H](CO)O)C([O-])=C1O.[Na+].C(C(N(C(C1N=NNC=1)CC1C=CC=CC=1)C(C1N=NNC=1)CC1C=CC=CC=1)C1N=NNC=1)C1C=CC=CC=1, predict the reaction product. The product is: [C:1]([N:5]1[CH2:33][CH2:32][CH2:31][CH2:30][C:8]2[C:9]([C:25]3[S:26][CH:27]=[CH:28][CH:29]=3)=[C:10]3[C:19]4[CH:18]=[C:17]([N:20]5[CH:38]=[C:37]([CH2:36][CH2:35][OH:39])[N:22]=[N:21]5)[C:16]([O:23][CH3:24])=[CH:15][C:14]=4[CH2:13][CH2:12][N:11]3[C:7]=2[C:6]1=[O:34])([CH3:4])([CH3:2])[CH3:3]. (8) Given the reactants [CH3:1][O:2][C:3](=[O:25])[CH2:4][C:5]1[CH:10]=[C:9]([Br:11])[C:8]([O:12][C:13]2[CH:18]=[CH:17][C:16]([O:19][CH3:20])=[C:15]([CH:21]([CH3:23])[CH3:22])[CH:14]=2)=[C:7]([Br:24])[CH:6]=1.[F:26][C:27]1[CH:28]=[C:29]([CH:33]=[C:34]([F:36])[CH:35]=1)[C:30](Cl)=[O:31], predict the reaction product. The product is: [CH3:1][O:2][C:3](=[O:25])[CH2:4][C:5]1[CH:10]=[C:9]([Br:11])[C:8]([O:12][C:13]2[CH:14]=[C:15]([CH:21]([CH3:23])[CH3:22])[C:16]([O:19][CH3:20])=[CH:17][C:18]=2[C:30](=[O:31])[C:29]2[CH:28]=[C:27]([F:26])[CH:35]=[C:34]([F:36])[CH:33]=2)=[C:7]([Br:24])[CH:6]=1. (9) Given the reactants [OH:1][CH2:2][C@@H:3]1[CH2:7][CH2:6][CH2:5][N:4]1[C:8]([O:10][C:11]([CH3:14])([CH3:13])[CH3:12])=[O:9].[F:15][C:16]1[C:24]([O:25][C:26]2[C:35]3[C:30](=[CH:31][C:32](O)=[C:33]([O:36][CH3:37])[CH:34]=3)[N:29]=[CH:28][N:27]=2)=[CH:23][CH:22]=[C:21]2[C:17]=1[CH:18]=[C:19]([CH3:39])[NH:20]2, predict the reaction product. The product is: [F:15][C:16]1[C:24]([O:25][C:26]2[C:35]3[C:30](=[CH:31][C:32]([O:1][CH2:2][C@@H:3]4[CH2:7][CH2:6][CH2:5][N:4]4[C:8]([O:10][C:11]([CH3:14])([CH3:13])[CH3:12])=[O:9])=[C:33]([O:36][CH3:37])[CH:34]=3)[N:29]=[CH:28][N:27]=2)=[CH:23][CH:22]=[C:21]2[C:17]=1[CH:18]=[C:19]([CH3:39])[NH:20]2.